Dataset: Reaction yield outcomes from USPTO patents with 853,638 reactions. Task: Predict the reaction yield, written as a fraction of the theoretical maximum amount of product (1.0 means a 100% yield; for example, 0.34 means a 34% yield). (1) The reactants are Cl[C:2]1[CH:3]=[CH:4][C:5]2[O:14][CH2:13][CH2:12][C:11]3[CH:10]=[C:9]([C:15]4[N:16]([C:20]5[CH:25]=[CH:24][C:23]([F:26])=[CH:22][C:21]=5[F:27])[N:17]=[CH:18][N:19]=4)[S:8][C:7]=3[C:6]=2[N:28]=1.[CH:29]12[CH2:35][CH:32]([NH:33][CH2:34]1)[CH2:31][NH:30]2.CC(C1C=C(C(C)C)C(C2C=CC=CC=2P(C2CCCCC2)C2CCCCC2)=C(C(C)C)C=1)C.CC(C)([O-])C.N#N. The catalyst is O1CCOCC1.CC([O-])=O.CC([O-])=O.[Pd+2]. The product is [CH:29]12[CH2:35][CH:32]([NH:33][CH2:34]1)[CH2:31][N:30]2[C:2]1[CH:3]=[CH:4][C:5]2[O:14][CH2:13][CH2:12][C:11]3[CH:10]=[C:9]([C:15]4[N:16]([C:20]5[CH:25]=[CH:24][C:23]([F:26])=[CH:22][C:21]=5[F:27])[N:17]=[CH:18][N:19]=4)[S:8][C:7]=3[C:6]=2[N:28]=1. The yield is 0.130. (2) The yield is 0.310. The catalyst is CCCCO. The reactants are [NH:1]1[CH2:6][CH2:5][CH2:4][C@@H:3]([NH:7][C:8](=[O:14])[O:9][C:10]([CH3:13])([CH3:12])[CH3:11])[CH2:2]1.[Br:15][C:16]1[C:17](F)=[C:18]2[C:24]([NH:25][C:26](=[O:34])[C:27]3[CH:32]=[C:31]([CH3:33])[CH:30]=[N:29][CH:28]=3)=[CH:23][NH:22][C:19]2=[N:20][CH:21]=1. The product is [Br:15][C:16]1[C:17]([N:1]2[CH2:6][CH2:5][CH2:4][C@@H:3]([NH:7][C:8](=[O:14])[O:9][C:10]([CH3:11])([CH3:13])[CH3:12])[CH2:2]2)=[C:18]2[C:24]([NH:25][C:26](=[O:34])[C:27]3[CH:32]=[C:31]([CH3:33])[CH:30]=[N:29][CH:28]=3)=[CH:23][NH:22][C:19]2=[N:20][CH:21]=1. (3) The reactants are [CH:1]([C@@H:14]1[CH2:20][C@@H:19]2[C@@H:17]([O:18]2)[CH2:16][O:15]1)([C:8]1[CH:13]=[CH:12][CH:11]=[CH:10][CH:9]=1)[C:2]1[CH:7]=[CH:6][CH:5]=[CH:4][CH:3]=1.[CH3:21][O:22][C:23]1[CH:24]=[C:25]([CH:28]=[C:29]([O:31][CH3:32])[CH:30]=1)[CH2:26][NH2:27]. No catalyst specified. The product is [CH:1]([C@@H:14]1[CH2:20][C@@H:19]([OH:18])[C@H:17]([NH:27][CH2:26][C:25]2[CH:28]=[C:29]([O:31][CH3:32])[CH:30]=[C:23]([O:22][CH3:21])[CH:24]=2)[CH2:16][O:15]1)([C:8]1[CH:13]=[CH:12][CH:11]=[CH:10][CH:9]=1)[C:2]1[CH:3]=[CH:4][CH:5]=[CH:6][CH:7]=1. The yield is 0.950. (4) The reactants are Br[C:2]1[CH:3]=[C:4]2[C:8](=[CH:9][CH:10]=1)[NH:7][CH:6]=[C:5]2[CH:11]1[CH2:15][C:14](=[O:16])[NH:13][C:12]1=[O:17].[C:18]([Cu])#[N:19]. The catalyst is CN1C(=O)CCC1. The product is [O:17]=[C:12]1[CH:11]([C:5]2[C:4]3[C:8](=[CH:9][CH:10]=[C:2]([C:18]#[N:19])[CH:3]=3)[NH:7][CH:6]=2)[CH2:15][C:14](=[O:16])[NH:13]1. The yield is 0.270. (5) The reactants are CC(C)([O-])C.[K+].[CH:7]([C:10]1[N:11]=[C:12]([C:15]([NH:17][C:18]2[C:23]([CH3:24])=[C:22]([O:25][CH3:26])[CH:21]=[CH:20][C:19]=2[C:27](=[O:29])[CH3:28])=O)[S:13][CH:14]=1)([CH3:9])[CH3:8].O.Cl. The catalyst is C(O)(C)(C)C.CCOCC. The product is [OH:29][C:27]1[C:19]2[C:18](=[C:23]([CH3:24])[C:22]([O:25][CH3:26])=[CH:21][CH:20]=2)[N:17]=[C:15]([C:12]2[S:13][CH:14]=[C:10]([CH:7]([CH3:9])[CH3:8])[N:11]=2)[CH:28]=1. The yield is 0.880. (6) The reactants are [CH2:1]=[C:2]1[CH2:11][CH2:10][C:5]2([O:9][CH2:8][CH2:7][O:6]2)[CH2:4][CH2:3]1.B1C2CCCC1CCC2.C1C[O:24]CC1. No catalyst specified. The product is [O:9]1[C:5]2([CH2:10][CH2:11][CH:2]([CH2:1][OH:24])[CH2:3][CH2:4]2)[O:6][CH2:7][CH2:8]1. The yield is 0.670. (7) The reactants are [CH:1]1[C:11]2[CH2:10][CH2:9][C:8]3[CH:12]=[CH:13][CH:14]=[CH:15][C:7]=3[NH:6][C:5]=2[CH:4]=[CH:3][C:2]=1[CH2:16][OH:17]. The catalyst is C(Cl)(Cl)Cl.[O-2].[O-2].[Mn+4]. The product is [CH:1]1[C:11]2[CH2:10][CH2:9][C:8]3[CH:12]=[CH:13][CH:14]=[CH:15][C:7]=3[NH:6][C:5]=2[CH:4]=[CH:3][C:2]=1[CH:16]=[O:17]. The yield is 0.670.